Task: Predict the product of the given reaction.. Dataset: Forward reaction prediction with 1.9M reactions from USPTO patents (1976-2016) (1) Given the reactants O[CH2:2][C:3]1[N:8]=[C:7]([C:9]([F:12])([F:11])[F:10])[N:6]=[C:5]([C:13]([N:15]2[CH2:20][CH2:19][CH:18]([N:21]3[CH2:24][C:23]([CH2:47][C:48]#[N:49])([N:25]4[CH:29]=[C:28]([C:30]5[C:31]6[CH:38]=[CH:37][N:36](COCC[Si](C)(C)C)[C:32]=6[N:33]=[CH:34][N:35]=5)[CH:27]=[N:26]4)[CH2:22]3)[CH2:17][CH2:16]2)=[O:14])[CH:4]=1.[CH2:50]([N:52](CC)[CH2:53][CH3:54])[CH3:51].CS(Cl)(=O)=O.S([O-])(=O)(=O)C.N1CCCC1.FC(F)(F)C(O)=O, predict the reaction product. The product is: [N:52]1([CH2:2][C:3]2[N:8]=[C:7]([C:9]([F:12])([F:11])[F:10])[N:6]=[C:5]([C:13]([N:15]3[CH2:16][CH2:17][CH:18]([N:21]4[CH2:24][C:23]([CH2:47][C:48]#[N:49])([N:25]5[CH:29]=[C:28]([C:30]6[C:31]7[CH:38]=[CH:37][NH:36][C:32]=7[N:33]=[CH:34][N:35]=6)[CH:27]=[N:26]5)[CH2:22]4)[CH2:19][CH2:20]3)=[O:14])[CH:4]=2)[CH2:53][CH2:54][CH2:51][CH2:50]1. (2) Given the reactants [NH2:1][C:2]1[C:3]([Cl:9])=[N:4][CH:5]=[C:6]([Br:8])[CH:7]=1.N1C=CC=CC=1.[C:16]1([S:22](Cl)(=[O:24])=[O:23])[CH:21]=[CH:20][CH:19]=[CH:18][CH:17]=1, predict the reaction product. The product is: [Br:8][C:6]1[CH:7]=[C:2]([NH:1][S:22]([C:16]2[CH:21]=[CH:20][CH:19]=[CH:18][CH:17]=2)(=[O:24])=[O:23])[C:3]([Cl:9])=[N:4][CH:5]=1. (3) Given the reactants [C:1]1(=[C:8]([C:24]2[CH:29]=[CH:28][CH:27]=[C:26]([OH:30])[CH:25]=2)[C:9]2[CH:14]=[CH:13][C:12](/[CH:15]=[CH:16]/[C:17]([O:19]C(C)(C)C)=[O:18])=[CH:11][CH:10]=2)[CH2:7][CH2:6][CH2:5][CH2:4][CH2:3][CH2:2]1.C(O)(C(F)(F)F)=O, predict the reaction product. The product is: [C:1]1(=[C:8]([C:24]2[CH:29]=[CH:28][CH:27]=[C:26]([OH:30])[CH:25]=2)[C:9]2[CH:14]=[CH:13][C:12](/[CH:15]=[CH:16]/[C:17]([OH:19])=[O:18])=[CH:11][CH:10]=2)[CH2:7][CH2:6][CH2:5][CH2:4][CH2:3][CH2:2]1.